From a dataset of Peptide-MHC class I binding affinity with 185,985 pairs from IEDB/IMGT. Regression. Given a peptide amino acid sequence and an MHC pseudo amino acid sequence, predict their binding affinity value. This is MHC class I binding data. The binding affinity (normalized) is 0. The peptide sequence is DHTLMSIV. The MHC is H-2-Kb with pseudo-sequence H-2-Kb.